Dataset: Forward reaction prediction with 1.9M reactions from USPTO patents (1976-2016). Task: Predict the product of the given reaction. Given the reactants [Br:1][C:2]1[CH:3]=[CH:4][C:5]2[N:13](CC3C=CC(OC)=CC=3)[CH2:12][CH2:11][CH2:10][CH2:9][C:8]([C:23]([O:25][CH3:26])=[O:24])=[CH:7][C:6]=2[CH:27]=1.FC(F)(F)C(O)=O, predict the reaction product. The product is: [Br:1][C:2]1[CH:3]=[CH:4][C:5]2[NH:13][CH2:12][CH2:11][CH2:10][CH2:9][C:8]([C:23]([O:25][CH3:26])=[O:24])=[CH:7][C:6]=2[CH:27]=1.